From a dataset of Reaction yield outcomes from USPTO patents with 853,638 reactions. Predict the reaction yield, written as a fraction of the theoretical maximum amount of product (1.0 means a 100% yield; for example, 0.34 means a 34% yield). (1) The reactants are [F:1][C:2]1[CH:3]=[C:4]2[C:8](=[CH:9][CH:10]=1)[NH:7][C:6](=[O:11])[CH2:5]2.C[Si]([N-][Si](C)(C)C)(C)C.[Li+].[N:22]1[CH:27]=[CH:26][CH:25]=[C:24]2[C:28](=O)[O:29][CH2:30][C:23]=12.Cl. The catalyst is C1COCC1. The product is [F:1][C:2]1[CH:3]=[C:4]2[C:8](=[CH:9][CH:10]=1)[NH:7][C:6](=[O:11])[C:5]2=[C:28]1[C:24]2[C:23](=[N:22][CH:27]=[CH:26][CH:25]=2)[CH2:30][O:29]1. The yield is 0.370. (2) The reactants are [CH:1](/[C:5]1[CH:10]=[C:9]([O:11][CH3:12])[CH:8]=[C:7]([O:13][CH3:14])[CH:6]=1)=[CH:2]\[CH2:3][CH3:4]. The catalyst is C(O)C.[Pd]. The product is [CH2:1]([C:5]1[CH:10]=[C:9]([O:11][CH3:12])[CH:8]=[C:7]([O:13][CH3:14])[CH:6]=1)[CH2:2][CH2:3][CH3:4]. The yield is 0.720. (3) The reactants are C[O:2][C:3]([C:5]1[CH:13]=[C:12]2[C:8]([C:9]([S:23][C:24]3[CH:29]=[CH:28][CH:27]=[CH:26][C:25]=3[N+:30]([O-:32])=[O:31])=[CH:10][N:11]2[CH2:14][C:15]2[CH:20]=[C:19]([F:21])[CH:18]=[C:17]([F:22])[CH:16]=2)=[CH:7][CH:6]=1)=[O:4].O[Li].O.Cl. The catalyst is O1CCOCC1.O. The yield is 0.890. The product is [F:22][C:17]1[CH:16]=[C:15]([CH:20]=[C:19]([F:21])[CH:18]=1)[CH2:14][N:11]1[C:12]2[C:8](=[CH:7][CH:6]=[C:5]([C:3]([OH:4])=[O:2])[CH:13]=2)[C:9]([S:23][C:24]2[CH:29]=[CH:28][CH:27]=[CH:26][C:25]=2[N+:30]([O-:32])=[O:31])=[CH:10]1. (4) The reactants are [CH3:1][O:2][C:3](=[O:23])[C:4]1[CH:9]=[CH:8][C:7]([CH2:10][NH:11][CH:12]=O)=[N:6][C:5]=1[NH:14][C:15]1[CH:20]=[CH:19][C:18]([Br:21])=[CH:17][C:16]=1[F:22].O(Cl)Cl.[P+5]. The yield is 0.490. The catalyst is C1(C)C=CC=CC=1. The product is [CH3:1][O:2][C:3]([C:4]1[CH:9]=[CH:8][C:7]2[N:6]([CH:12]=[N:11][CH:10]=2)[C:5]=1[NH:14][C:15]1[CH:20]=[CH:19][C:18]([Br:21])=[CH:17][C:16]=1[F:22])=[O:23]. (5) The reactants are N[C:2]1[CH:3]=[C:4]([NH:17][C:18](=[O:20])[CH3:19])[CH:5]=[CH:6][C:7]=1[C:8]([CH3:16])([CH3:15])[CH2:9][O:10][CH2:11][CH2:12][O:13][CH3:14].N([O-])=[O:22].[Na+]. The catalyst is OS(O)(=O)=O. The product is [OH:22][C:2]1[CH:3]=[C:4]([NH:17][C:18](=[O:20])[CH3:19])[CH:5]=[CH:6][C:7]=1[C:8]([CH3:16])([CH3:15])[CH2:9][O:10][CH2:11][CH2:12][O:13][CH3:14]. The yield is 0.380. (6) The reactants are [C:1]([O:5][C:6]([N:8]1[CH2:12][CH2:11][CH2:10][C@H:9]1[CH2:13][O:14][C:15]1[CH:23]=[CH:22][C:18]([C:19]([OH:21])=[O:20])=[CH:17][CH:16]=1)=[O:7])([CH3:4])(C)C.C(Cl)Cl.C(O)(C(F)(F)F)=O.C(Cl)(OCC1[C:50]2[C:45](=[CH:46][CH:47]=[CH:48][CH:49]=2)[C:44]2[C:39]1=[CH:40][CH:41]=[CH:42][CH:43]=2)=O. The catalyst is CCOCC. The product is [C:6]([N:8]1[CH2:12][CH2:11][CH2:10][C@H:9]1[CH2:13][O:14][C:15]1[CH:16]=[CH:17][C:18]([C:19]([OH:21])=[O:20])=[CH:22][CH:23]=1)([O:5][CH2:1][CH:4]1[C:43]2[C:44](=[CH:39][CH:40]=[CH:41][CH:42]=2)[C:45]2[C:50]1=[CH:49][CH:48]=[CH:47][CH:46]=2)=[O:7]. The yield is 0.910.